Dataset: Forward reaction prediction with 1.9M reactions from USPTO patents (1976-2016). Task: Predict the product of the given reaction. (1) Given the reactants Br[C:2]1[S:3][CH:4]=[CH:5][N:6]=1.[O:7]=[C:8]1[C:16]2[C:11](=[CH:12][CH:13]=[CH:14][CH:15]=2)[C:10](=[O:17])[N:9]1[CH2:18][CH2:19][CH2:20][CH2:21][CH:22]=[O:23].[Cl-].[NH4+], predict the reaction product. The product is: [OH:23][CH:22]([C:2]1[S:3][CH:4]=[CH:5][N:6]=1)[CH2:21][CH2:20][CH2:19][CH2:18][N:9]1[C:8](=[O:7])[C:16]2[C:11](=[CH:12][CH:13]=[CH:14][CH:15]=2)[C:10]1=[O:17]. (2) The product is: [O:14]1[C:10]([C:6]2[CH:5]=[C:4]([CH:9]=[CH:8][CH:7]=2)[NH2:1])=[CH:11][N:12]=[CH:13]1. Given the reactants [N+:1]([C:4]1[CH:5]=[C:6]([C:10]2[O:14][CH:13]=[N:12][CH:11]=2)[CH:7]=[CH:8][CH:9]=1)([O-])=O, predict the reaction product. (3) Given the reactants [C:1]([C:3]1[CH:8]=[C:7]([N+:9]([O-:11])=[O:10])[CH:6]=[CH:5][C:4]=1/[N:12]=[CH:13]/[N:14](C)C)#[N:2].N[C:18]1[CH:19]=[C:20]([C:24]#[CH:25])[CH:21]=[CH:22][CH:23]=1, predict the reaction product. The product is: [C:24]([C:20]1[CH:19]=[C:18]([NH:2][C:1]2[C:3]3[C:4](=[CH:5][CH:6]=[C:7]([N+:9]([O-:11])=[O:10])[CH:8]=3)[N:12]=[CH:13][N:14]=2)[CH:23]=[CH:22][CH:21]=1)#[CH:25]. (4) The product is: [NH2:10][C:8]1[C:7]2[N:6]([C:13]([CH3:18])=[C:14]([CH3:15])[N:11]=2)[CH:5]=[C:4]([C:3]([O:2][CH3:1])=[O:12])[CH:9]=1. Given the reactants [CH3:1][O:2][C:3](=[O:12])[C:4]1[CH:9]=[C:8]([NH2:10])[C:7]([NH2:11])=[N:6][CH:5]=1.[C:13]1(=O)[CH2:18]CC[CH2:15][CH2:14]1, predict the reaction product.